From a dataset of Reaction yield outcomes from USPTO patents with 853,638 reactions. Predict the reaction yield, written as a fraction of the theoretical maximum amount of product (1.0 means a 100% yield; for example, 0.34 means a 34% yield). (1) The reactants are [C:1]([CH2:3][NH:4][C:5]([C:7]1[CH:12]=[CH:11][C:10](B(O)O)=[CH:9][CH:8]=1)=[O:6])#[N:2].[Br:16][C:17]1[C:18](I)=[N:19][C:20]([I:23])=[N:21][CH:22]=1.C(=O)([O-])[O-].[K+].[K+]. The catalyst is O1CCOCC1.O. The product is [Br:16][C:17]1[C:18]([C:10]2[CH:11]=[CH:12][C:7]([C:5]([NH:4][CH2:3][C:1]#[N:2])=[O:6])=[CH:8][CH:9]=2)=[N:19][C:20]([I:23])=[N:21][CH:22]=1. The yield is 0.350. (2) The reactants are [OH:1][C:2]1[C:3]([I:19])=[CH:4][C:5]2[CH2:6][C@H:7]3[NH:18][CH2:17][CH2:16][C@@:13]4([C:14]=2[CH:15]=1)[C@H:8]3[CH2:9][CH2:10][CH2:11][CH2:12]4.[OH-].[Na+].[CH:22]1[CH:27]=[CH:26][C:25]([CH2:28][O:29][C:30](Cl)=[O:31])=[CH:24][CH:23]=1. The catalyst is O1CCOCC1.O. The product is [OH:1][C:2]1[C:3]([I:19])=[CH:4][C:5]2[CH2:6][C@H:7]3[N:18]([C:30]([O:29][CH2:28][C:25]4[CH:26]=[CH:27][CH:22]=[CH:23][CH:24]=4)=[O:31])[CH2:17][CH2:16][C@@:13]4([C:14]=2[CH:15]=1)[C@H:8]3[CH2:9][CH2:10][CH2:11][CH2:12]4. The yield is 0.760. (3) The yield is 0.910. The catalyst is Br.O. The reactants are [F:1][C:2]1[CH:3]=[C:4]([C:9]2[N:16]=[C:15]([O:17]C)[CH:14]=[CH:13][C:10]=2[C:11]#[N:12])[CH:5]=[C:6]([F:8])[CH:7]=1. The product is [F:8][C:6]1[CH:5]=[C:4]([C:9]2[N:16]=[C:15]([OH:17])[CH:14]=[CH:13][C:10]=2[C:11]#[N:12])[CH:3]=[C:2]([F:1])[CH:7]=1. (4) The reactants are [C:1]([O:5][C:6](=[O:25])[NH:7][C@H:8]([CH:22]([CH3:24])[CH3:23])[C:9]([N:11]([CH2:15][C:16]1[CH:21]=[CH:20][CH:19]=[CH:18][CH:17]=1)[CH2:12][CH2:13]Cl)=[O:10])([CH3:4])([CH3:3])[CH3:2].[H-].[Na+]. The catalyst is CN(C=O)C. The product is [CH2:15]([N:11]1[CH2:12][CH2:13][N:7]([C:6]([O:5][C:1]([CH3:4])([CH3:3])[CH3:2])=[O:25])[C@H:8]([CH:22]([CH3:24])[CH3:23])[C:9]1=[O:10])[C:16]1[CH:21]=[CH:20][CH:19]=[CH:18][CH:17]=1. The yield is 0.630. (5) The reactants are [CH:1]1([C@H:6]([N:12]2[CH:16]=[C:15]([C:17]3[C:18]4[CH:25]=[CH:24][N:23]([CH2:26][O:27][CH2:28][CH2:29][Si:30]([CH3:33])([CH3:32])[CH3:31])[C:19]=4[N:20]=[CH:21][N:22]=3)[CH:14]=[N:13]2)[CH2:7][C:8]([O:10]C)=[O:9])[CH2:5][CH2:4][CH2:3][CH2:2]1.O.[OH-].[Li+].Cl. The catalyst is C1COCC1.O. The product is [CH:1]1([C@H:6]([N:12]2[CH:16]=[C:15]([C:17]3[C:18]4[CH:25]=[CH:24][N:23]([CH2:26][O:27][CH2:28][CH2:29][Si:30]([CH3:31])([CH3:33])[CH3:32])[C:19]=4[N:20]=[CH:21][N:22]=3)[CH:14]=[N:13]2)[CH2:7][C:8]([OH:10])=[O:9])[CH2:5][CH2:4][CH2:3][CH2:2]1. The yield is 1.00. (6) The catalyst is ClCCl. The product is [NH2:2][C@@H:3]1[CH2:8][CH2:7][CH2:6][CH2:5][C@H:4]1[O:9][CH2:10][CH2:11][C:12]1[CH:17]=[CH:16][C:15]([O:18][CH3:19])=[C:14]([O:20][CH3:21])[CH:13]=1. The reactants are Cl.[NH2:2][C@@H:3]1[CH2:8][CH2:7][CH2:6][CH2:5][C@H:4]1[O:9][CH2:10][CH2:11][C:12]1[CH:17]=[CH:16][C:15]([O:18][CH3:19])=[C:14]([O:20][CH3:21])[CH:13]=1.[OH-].[Na+]. The yield is 0.880.